This data is from Reaction yield outcomes from USPTO patents with 853,638 reactions. The task is: Predict the reaction yield, written as a fraction of the theoretical maximum amount of product (1.0 means a 100% yield; for example, 0.34 means a 34% yield). The reactants are [Br:1][C:2]1[C:3]([F:12])=[C:4]2[C:10]([NH2:11])=[CH:9][NH:8][C:5]2=[N:6][CH:7]=1.[C:13]([O:17][C:18]([N:20]1[CH2:25][CH2:24][O:23][CH:22]([C:26](O)=[O:27])[CH2:21]1)=[O:19])([CH3:16])([CH3:15])[CH3:14].C1N(P(Cl)(N2C(=O)OCC2)=O)C(=O)OC1.C(N(CC)CC)C.[Li+].[OH-]. The catalyst is C(Cl)Cl.O. The product is [Br:1][C:2]1[C:3]([F:12])=[C:4]2[C:10]([NH:11][C:26]([CH:22]3[O:23][CH2:24][CH2:25][N:20]([C:18]([O:17][C:13]([CH3:16])([CH3:15])[CH3:14])=[O:19])[CH2:21]3)=[O:27])=[CH:9][NH:8][C:5]2=[N:6][CH:7]=1. The yield is 0.979.